This data is from Full USPTO retrosynthesis dataset with 1.9M reactions from patents (1976-2016). The task is: Predict the reactants needed to synthesize the given product. (1) Given the product [CH3:14][C:15]1[CH:20]=[CH:19][C:18]([C:2]2[CH:10]=[CH:9][C:5]([C:6]([OH:8])=[O:7])=[C:4]([N+:11]([O-:13])=[O:12])[CH:3]=2)=[CH:17][CH:16]=1, predict the reactants needed to synthesize it. The reactants are: Br[C:2]1[CH:10]=[CH:9][C:5]([C:6]([OH:8])=[O:7])=[C:4]([N+:11]([O-:13])=[O:12])[CH:3]=1.[CH3:14][C:15]1[CH:20]=[CH:19][C:18](OB(O)O)=[CH:17][CH:16]=1. (2) Given the product [Cl:26][CH2:25][CH2:24][CH2:23][CH:9]([C:4]1[CH:5]=[CH:6][CH:7]=[CH:8][C:3]=1[C:2]([F:13])([F:14])[F:1])[C:10]([OH:12])=[O:11], predict the reactants needed to synthesize it. The reactants are: [F:1][C:2]([F:14])([F:13])[C:3]1[CH:8]=[CH:7][CH:6]=[CH:5][C:4]=1[CH2:9][C:10]([OH:12])=[O:11].C([Li])CCCCC.Br[CH2:23][CH2:24][CH2:25][Cl:26].[OH-].[Na+].